From a dataset of Full USPTO retrosynthesis dataset with 1.9M reactions from patents (1976-2016). Predict the reactants needed to synthesize the given product. (1) Given the product [OH:3][C:4]1[CH:13]=[CH:12][C:11]([NH:14][C:15](=[O:40])[CH:16]([O:19][CH2:20][CH2:21][CH2:22][CH2:23]/[CH:24]=[CH:25]\[CH2:26]/[CH:27]=[CH:28]\[CH2:29]/[CH:30]=[CH:31]\[CH2:32]/[CH:33]=[CH:34]\[CH2:35]/[CH:36]=[CH:37]\[CH2:38][CH3:39])[CH2:17][CH3:18])=[CH:10][C:5]=1[C:6]([OH:8])=[O:7], predict the reactants needed to synthesize it. The reactants are: [OH-].[Na+].[OH:3][C:4]1[CH:13]=[CH:12][C:11]([NH:14][C:15](=[O:40])[CH:16]([O:19][CH2:20][CH2:21][CH2:22][CH2:23]/[CH:24]=[CH:25]\[CH2:26]/[CH:27]=[CH:28]\[CH2:29]/[CH:30]=[CH:31]\[CH2:32]/[CH:33]=[CH:34]\[CH2:35]/[CH:36]=[CH:37]\[CH2:38][CH3:39])[CH2:17][CH3:18])=[CH:10][C:5]=1[C:6]([O:8]C)=[O:7].Cl. (2) Given the product [Br:1][C:2]1[CH:3]=[C:4]([C@H:9]([CH:14]2[CH2:17][N:16]([C@@H:18]([C:28]3[CH:29]=[CH:30][C:31]([Cl:34])=[CH:32][CH:33]=3)[C:19]3[CH:20]=[C:21]([CH:25]=[CH:26][CH:27]=3)[C:22]([O:24][CH2:36][CH3:37])=[O:23])[CH2:15]2)[C:10]([F:13])([CH3:11])[CH3:12])[CH:5]=[C:6]([F:8])[CH:7]=1, predict the reactants needed to synthesize it. The reactants are: [Br:1][C:2]1[CH:3]=[C:4]([C@H:9]([CH:14]2[CH2:17][N:16]([C@@H:18]([C:28]3[CH:33]=[CH:32][C:31]([Cl:34])=[CH:30][CH:29]=3)[C:19]3[CH:20]=[C:21]([CH:25]=[CH:26][CH:27]=3)[C:22]([OH:24])=[O:23])[CH2:15]2)[C:10]([F:13])([CH3:12])[CH3:11])[CH:5]=[C:6]([F:8])[CH:7]=1.Cl.[CH3:36][CH2:37]O.